Dataset: Forward reaction prediction with 1.9M reactions from USPTO patents (1976-2016). Task: Predict the product of the given reaction. (1) Given the reactants [C:1]([O:5][C:6]([N:8]1[CH2:42][CH2:41][CH2:40][C:10]2([CH2:15][N:14]([CH2:16][C:17]3[C:22]([O:23][CH3:24])=[CH:21][C:20]([O:25][CH3:26])=[CH:19][C:18]=3[O:27][CH3:28])[C:13](=[O:29])[C:12]3[CH:30]=[C:31]([C:33]4[CH:38]=[CH:37][N:36]=[C:35](Cl)[CH:34]=4)[NH:32][C:11]2=3)[CH2:9]1)=[O:7])([CH3:4])([CH3:3])[CH3:2].[CH3:43][N:44]1[CH2:49][CH2:48][N:47]([C:50]2[CH:55]=[CH:54][C:53](B3OC(C)(C)C(C)(C)O3)=[CH:52][C:51]=2[NH:65][C:66](=[O:69])[CH:67]=[CH2:68])[CH2:46][CH2:45]1.C([O-])([O-])=O.[Na+].[Na+], predict the reaction product. The product is: [C:66]([NH:65][C:51]1[CH:52]=[C:53]([C:35]2[CH:34]=[C:33]([C:31]3[NH:32][C:11]4[C:10]5([CH2:40][CH2:41][CH2:42][N:8]([C:6]([O:5][C:1]([CH3:2])([CH3:4])[CH3:3])=[O:7])[CH2:9]5)[CH2:15][N:14]([CH2:16][C:17]5[C:22]([O:23][CH3:24])=[CH:21][C:20]([O:25][CH3:26])=[CH:19][C:18]=5[O:27][CH3:28])[C:13](=[O:29])[C:12]=4[CH:30]=3)[CH:38]=[CH:37][N:36]=2)[CH:54]=[CH:55][C:50]=1[N:47]1[CH2:48][CH2:49][N:44]([CH3:43])[CH2:45][CH2:46]1)(=[O:69])[CH:67]=[CH2:68]. (2) Given the reactants [Cl:1][C:2]1[CH:11]=[C:10]2[C:5]([C:6](=O)[CH2:7][C:8]([C:12]([O:14][CH2:15][CH3:16])=[O:13])=[N:9]2)=[CH:4][CH:3]=1.[H-].[Na+].[C:20]([O:24][C:25]([N:27]1[CH2:32][CH2:31][NH:30][CH2:29][CH2:28]1)=[O:26])([CH3:23])([CH3:22])[CH3:21], predict the reaction product. The product is: [C:20]([O:24][C:25]([N:27]1[CH2:32][CH2:31][N:30]([C:6]2[C:5]3[C:10](=[CH:11][C:2]([Cl:1])=[CH:3][CH:4]=3)[N:9]=[C:8]([C:12]([O:14][CH2:15][CH3:16])=[O:13])[CH:7]=2)[CH2:29][CH2:28]1)=[O:26])([CH3:23])([CH3:21])[CH3:22]. (3) Given the reactants [F:1][C:2]1[CH:7]=[CH:6][C:5](/[CH:8]=[CH:9]/[N:10]2CCCC2)=[C:4]([N+:15]([O-:17])=[O:16])[CH:3]=1.Cl.N[NH:20][C:21]([NH2:23])=[O:22], predict the reaction product. The product is: [F:1][C:2]1[CH:7]=[CH:6][C:5]([CH2:8]/[CH:9]=[N:10]/[NH:20][C:21]([NH2:23])=[O:22])=[C:4]([N+:15]([O-:17])=[O:16])[CH:3]=1. (4) Given the reactants C(N(CC)C(C)C)(C)C.[CH2:10]([N:17]=[C:18]=[O:19])[C:11]1[CH:16]=[CH:15][CH:14]=[CH:13][CH:12]=1.[Si]([O:27][C:28]1[CH:33]=[C:32]([O:34][Si](C(C)(C)C)(C)C)[CH:31]=[CH:30][C:29]=1[C@H:42]1[CH2:47][CH2:46][C@H:45]([OH:48])[CH2:44][CH2:43]1)(C(C)(C)C)(C)C, predict the reaction product. The product is: [CH2:10]([NH:17][C:18](=[O:19])[O:48][C@H:45]1[CH2:44][CH2:43][C@H:42]([C:29]2[CH:30]=[CH:31][C:32]([OH:34])=[CH:33][C:28]=2[OH:27])[CH2:47][CH2:46]1)[C:11]1[CH:16]=[CH:15][CH:14]=[CH:13][CH:12]=1.